This data is from Full USPTO retrosynthesis dataset with 1.9M reactions from patents (1976-2016). The task is: Predict the reactants needed to synthesize the given product. (1) Given the product [C:1]([O:5][C:6]([N:8]1[CH2:12][C@@H:11]([CH2:13][O:14][S:37]([CH3:36])(=[O:39])=[O:38])[C@H:10]([CH2:15][N:16]([C:20](=[O:35])[C:21]2[CH:26]=[CH:25][C:24]([CH2:27][CH3:28])=[C:23]([O:29][CH2:30][CH2:31][CH2:32][O:33][CH3:34])[CH:22]=2)[CH:17]([CH3:18])[CH3:19])[CH2:9]1)=[O:7])([CH3:2])([CH3:3])[CH3:4], predict the reactants needed to synthesize it. The reactants are: [C:1]([O:5][C:6]([N:8]1[CH2:12][C@@H:11]([CH2:13][OH:14])[C@H:10]([CH2:15][N:16]([C:20](=[O:35])[C:21]2[CH:26]=[CH:25][C:24]([CH2:27][CH3:28])=[C:23]([O:29][CH2:30][CH2:31][CH2:32][O:33][CH3:34])[CH:22]=2)[CH:17]([CH3:19])[CH3:18])[CH2:9]1)=[O:7])([CH3:4])([CH3:3])[CH3:2].[CH3:36][S:37](Cl)(=[O:39])=[O:38].CCN(CC)CC. (2) Given the product [CH2:8]([S:7][CH2:6][CH:5]([CH2:15][S:16][CH2:17][C:18]1[CH:19]=[CH:20][CH:21]=[CH:22][CH:23]=1)[C:4]([OH:24])=[O:3])[C:9]1[CH:10]=[CH:11][CH:12]=[CH:13][CH:14]=1, predict the reactants needed to synthesize it. The reactants are: C([O:3][C:4](=[O:24])[CH:5]([CH2:15][S:16][CH2:17][C:18]1[CH:23]=[CH:22][CH:21]=[CH:20][CH:19]=1)[CH2:6][S:7][CH2:8][C:9]1[CH:14]=[CH:13][CH:12]=[CH:11][CH:10]=1)C.O.O1CCOCC1.C(O)C. (3) The reactants are: [C:1]([CH:4]([C:7]1[CH:12]=[CH:11][CH:10]=[CH:9][CH:8]=1)[C:5]#[N:6])(=O)[CH3:2].[NH:13]([CH:15](O)[CH3:16])[NH2:14].C[OH:19]. Given the product [NH2:6][C:5]1[N:13]([CH2:15][CH2:16][OH:19])[N:14]=[C:1]([CH3:2])[C:4]=1[C:7]1[CH:12]=[CH:11][CH:10]=[CH:9][CH:8]=1, predict the reactants needed to synthesize it. (4) Given the product [F:15][C:16]([F:24])([F:23])[C:17]([C:18]1[C:7]([C:9]2[CH:14]=[CH:13][CH:12]=[CH:11][CH:10]=2)=[C:6]2[CH:5]=[CH:4][S:3][C:2]2=[N:1][C:19]=1[CH3:20])=[O:22], predict the reactants needed to synthesize it. The reactants are: [NH2:1][C:2]1[S:3][CH:4]=[CH:5][C:6]=1[C:7]([C:9]1[CH:14]=[CH:13][CH:12]=[CH:11][CH:10]=1)=O.[F:15][C:16]([F:24])([F:23])[C:17](=[O:22])[CH2:18][C:19](=O)[CH3:20]. (5) Given the product [C:17]([OH:16])(=[O:1])[CH2:6][CH2:5][CH2:4][CH2:3][C:2]([OH:8])=[O:7], predict the reactants needed to synthesize it. The reactants are: [OH2:1].[C:2]([OH:8])(=[O:7])[CH2:3][CH:4]=[CH:5][CH3:6].COCCOCC[O:16][CH3:17]. (6) The reactants are: [CH3:1][N:2]1[CH2:7][CH2:6][C:5]2[O:8][C:9]([C:11]3[CH:16]=[CH:15][C:14]([OH:17])=[CH:13][CH:12]=3)=[N:10][C:4]=2[CH2:3]1.C(=O)([O-])[O-].[K+].[K+].[Cl:24][CH2:25][CH2:26][CH2:27]Br. Given the product [Cl:24][CH2:25][CH2:26][CH2:27][O:17][C:14]1[CH:15]=[CH:16][C:11]([C:9]2[O:8][C:5]3[CH2:6][CH2:7][N:2]([CH3:1])[CH2:3][C:4]=3[N:10]=2)=[CH:12][CH:13]=1, predict the reactants needed to synthesize it. (7) Given the product [CH2:1]([O:3][C:4]([C:6]1[C:10]([C:11]2[CH:16]=[CH:15][C:14]([Cl:17])=[CH:13][CH:12]=2)=[CH:9][S:8][C:7]=1[NH:18][C:19](=[O:26])[CH2:20][C:21]([O:23][CH2:24][CH3:25])=[O:22])=[O:5])[CH3:2], predict the reactants needed to synthesize it. The reactants are: [CH2:1]([O:3][C:4]([C:6]1[C:10]([C:11]2[CH:16]=[CH:15][C:14]([Cl:17])=[CH:13][CH:12]=2)=[CH:9][S:8][C:7]=1[NH2:18])=[O:5])[CH3:2].[C:19](OCC)(=[O:26])[CH2:20][C:21]([O:23][CH2:24][CH3:25])=[O:22].